From a dataset of Forward reaction prediction with 1.9M reactions from USPTO patents (1976-2016). Predict the product of the given reaction. (1) The product is: [CH:28]([C:24]1[CH:23]=[C:22]([NH:21][C:19]([C:15]2[CH:14]=[C:13]([N:10]3[CH2:11][C:6]4[CH:5]=[N:4][C:3]([S:2][CH3:1])=[N:8][C:7]=4[CH2:9]3)[CH:18]=[CH:17][N:16]=2)=[O:20])[CH:27]=[CH:26][CH:25]=1)([CH3:30])[CH3:29]. Given the reactants [CH3:1][S:2][C:3]1[N:4]=[CH:5][C:6]2[CH2:11][NH:10][CH2:9][C:7]=2[N:8]=1.Br[C:13]1[CH:18]=[CH:17][N:16]=[C:15]([C:19]([NH:21][C:22]2[CH:27]=[CH:26][CH:25]=[C:24]([CH:28]([CH3:30])[CH3:29])[CH:23]=2)=[O:20])[CH:14]=1, predict the reaction product. (2) The product is: [F:1][C:2]1[CH:11]=[CH:10][CH:9]=[C:8]2[C:3]=1[C:4](=[O:31])[C:5]([C:26]([O:28][CH2:29][CH3:30])=[O:27])=[CH:6][N:7]2[CH2:12][C:13]1[CH:18]=[CH:17][C:16]([N:19]2[CH:23]=[C:22]([CH:24]([OH:25])[C:34]([F:37])([F:36])[F:35])[CH:21]=[N:20]2)=[CH:15][CH:14]=1. Given the reactants [F:1][C:2]1[CH:11]=[CH:10][CH:9]=[C:8]2[C:3]=1[C:4](=[O:31])[C:5]([C:26]([O:28][CH2:29][CH3:30])=[O:27])=[CH:6][N:7]2[CH2:12][C:13]1[CH:18]=[CH:17][C:16]([N:19]2[CH:23]=[C:22]([CH:24]=[O:25])[CH:21]=[N:20]2)=[CH:15][CH:14]=1.C[Si](C)(C)[C:34]([F:37])([F:36])[F:35].[F-].[Cs+].Cl, predict the reaction product. (3) Given the reactants ClCCl.Br[C:5]1[CH:13]=[CH:12][CH:11]=[C:10]2[C:6]=1[CH2:7][N:8]([CH2:15][CH2:16][C:17]1[CH:26]=[CH:25][C:24]3[C:19](=[CH:20][CH:21]=[CH:22][CH:23]=3)[N:18]=1)[C:9]2=[O:14].[CH3:27][N:28]([CH3:38])[C:29]1[N:34]=[CH:33][C:32](B(O)O)=[CH:31][N:30]=1.C([O-])([O-])=O.[Cs+].[Cs+], predict the reaction product. The product is: [CH3:27][N:28]([CH3:38])[C:29]1[N:34]=[CH:33][C:32]([C:5]2[CH:13]=[CH:12][CH:11]=[C:10]3[C:6]=2[CH2:7][N:8]([CH2:15][CH2:16][C:17]2[CH:26]=[CH:25][C:24]4[C:19](=[CH:20][CH:21]=[CH:22][CH:23]=4)[N:18]=2)[C:9]3=[O:14])=[CH:31][N:30]=1. (4) Given the reactants [CH3:1][C:2]1[C:7]([C:8](=[O:17])SC2C=CC(C)=CC=2)=[CH:6][C:5]([C:18]2[CH:23]=[CH:22][CH:21]=[CH:20][CH:19]=2)=[CH:4][N:3]=1.[CH:24]([C:26]1[CH:30]=[CH:29][O:28][C:27]=1B(O)O)=[O:25].O1C=CC=C1P(C1OC=CC=1)C1OC=CC=1.C1COCC1, predict the reaction product. The product is: [CH3:1][C:2]1[C:7]([C:8]([C:27]2[O:28][CH:29]=[CH:30][C:26]=2[CH:24]=[O:25])=[O:17])=[CH:6][C:5]([C:18]2[CH:19]=[CH:20][CH:21]=[CH:22][CH:23]=2)=[CH:4][N:3]=1. (5) Given the reactants O.[CH3:2][N:3]1[C@H:13]2[CH2:14][C:15]3[CH:20]=[CH:19][C:18]([OH:21])=[C:17]4[O:22][C@H:7]5[C:8]([CH:10]=[CH:11][C@:12]2([OH:23])[C@:6]5([C:16]=34)[CH2:5][CH2:4]1)=[O:9].[H][H], predict the reaction product. The product is: [CH3:2][N:3]1[C@@H:13]2[CH2:14][C:15]3=[CH:20][CH:19]=[C:18]([OH:21])[C:17]4[O:22][C@H:7]5[C:8]([CH2:10][CH2:11][C@:12]2([OH:23])[C@:6]5([C:16]=43)[CH2:5][CH2:4]1)=[O:9]. (6) Given the reactants C[O:2][C:3]1[C:4]([CH3:31])=[C:5]([C:22]([O:29]C)=[C:23]([O:27][CH3:28])[C:24]=1[O:25][CH3:26])[CH2:6][C:7]1[CH:8]=[CH:9][C:10]([C:16]2[CH:21]=[CH:20][CH:19]=[CH:18][CH:17]=2)=[C:11]([CH:15]=1)[C:12]([OH:14])=[O:13].O=[N+]([O-])[O-].[O-][N+](=O)[O-].[O-][N+](=O)[O-].[O-][N+](=O)[O-].[O-][N+](=O)[O-].[O-][N+](=O)[O-].[Ce+4].[NH4+].[NH4+], predict the reaction product. The product is: [CH3:26][O:25][C:24]1[C:3](=[O:2])[C:4]([CH3:31])=[C:5]([CH2:6][C:7]2[CH:8]=[CH:9][C:10]([C:16]3[CH:17]=[CH:18][CH:19]=[CH:20][CH:21]=3)=[C:11]([CH:15]=2)[C:12]([OH:14])=[O:13])[C:22](=[O:29])[C:23]=1[O:27][CH3:28].